Dataset: Reaction yield outcomes from USPTO patents with 853,638 reactions. Task: Predict the reaction yield, written as a fraction of the theoretical maximum amount of product (1.0 means a 100% yield; for example, 0.34 means a 34% yield). (1) The yield is 0.200. The product is [CH3:28][C:26]1([CH3:29])[CH2:27][CH:22]([NH:21][C:17]2[N:16]=[C:15]([C:5]3[S:1][C:2]([CH2:6][CH:7]4[CH2:9][CH:8]4[C:10]([OH:13])([CH3:11])[CH3:12])=[CH:3][CH:4]=3)[CH:20]=[CH:19][N:18]=2)[CH2:23][C:24]([CH3:31])([CH3:30])[NH:25]1. No catalyst specified. The reactants are [S:1]1[CH:5]=[CH:4][CH:3]=[C:2]1[CH2:6][CH:7]1[CH2:9][CH:8]1[C:10]([OH:13])([CH3:12])[CH3:11].Cl[C:15]1[CH:20]=[CH:19][N:18]=[C:17]([NH:21][CH:22]2[CH2:27][C:26]([CH3:29])([CH3:28])[NH:25][C:24]([CH3:31])([CH3:30])[CH2:23]2)[N:16]=1. (2) The reactants are [CH3:1][O:2][C:3]1[C:4]2[O:24][CH:23]=[CH:22][C:5]=2[C:6](S(C(F)(F)F)(=O)=O)=[C:7]2[C:12]=1[O:11][C:10]([CH3:13])=[CH:9][C:8]2=[O:14].[Li][CH3:26]. The catalyst is [Zn](Br)Br.O.[Cu]I.Cl[Pd](Cl)([P](C1C=CC=CC=1)(C1C=CC=CC=1)C1C=CC=CC=1)[P](C1C=CC=CC=1)(C1C=CC=CC=1)C1C=CC=CC=1. The product is [CH3:1][O:2][C:3]1[C:4]2[O:24][CH:23]=[CH:22][C:5]=2[C:6]([CH3:26])=[C:7]2[C:12]=1[O:11][C:10]([CH3:13])=[CH:9][C:8]2=[O:14]. The yield is 0.700. (3) The reactants are [NH2:1][C:2]1[CH:7]=[CH:6][C:5]([Br:8])=[CH:4][C:3]=1[S:9]([NH2:12])(=[O:11])=[O:10].[Cl:13][C:14]1[CH:15]=[C:16]([C:21]2[CH:22]=[C:23]([S:27](Cl)(=[O:29])=[O:28])[CH:24]=[CH:25][CH:26]=2)[CH:17]=[CH:18][C:19]=1[Cl:20]. The catalyst is N1C=CC=CC=1. The product is [Br:8][C:5]1[CH:6]=[CH:7][C:2]([NH:1][S:27]([C:23]2[CH:24]=[CH:25][CH:26]=[C:21]([C:16]3[CH:17]=[CH:18][C:19]([Cl:20])=[C:14]([Cl:13])[CH:15]=3)[CH:22]=2)(=[O:29])=[O:28])=[C:3]([S:9]([NH2:12])(=[O:11])=[O:10])[CH:4]=1. The yield is 0.550. (4) The reactants are C1(C2OC(C(F)(F)F)=C(C(O)=O)N=2)C=CC=CC=1.[N+](C1C=C2C(=CC=1)N(C)N=C2N)([O-])=O.[NH2:33][C:34]1[C:42]2[C:37](=[CH:38][CH:39]=[C:40]([NH:43][C:44]([C:46]3[N:47]=[C:48]([C:55]4[CH:60]=[CH:59][CH:58]=[CH:57][CH:56]=4)[O:49][C:50]=3[C:51]([F:54])([F:53])[F:52])=[O:45])[CH:41]=2)[N:36]([CH2:61]CC)[N:35]=1. No catalyst specified. The product is [NH2:33][C:34]1[C:42]2[C:37](=[CH:38][CH:39]=[C:40]([NH:43][C:44]([C:46]3[N:47]=[C:48]([C:55]4[CH:60]=[CH:59][CH:58]=[CH:57][CH:56]=4)[O:49][C:50]=3[C:51]([F:54])([F:53])[F:52])=[O:45])[CH:41]=2)[N:36]([CH3:61])[N:35]=1. The yield is 0.390.